Dataset: Merck oncology drug combination screen with 23,052 pairs across 39 cell lines. Task: Regression. Given two drug SMILES strings and cell line genomic features, predict the synergy score measuring deviation from expected non-interaction effect. Drug 1: CN1C(=O)C=CC2(C)C3CCC4(C)C(NC(=O)OCC(F)(F)F)CCC4C3CCC12. Drug 2: COC1=C2CC(C)CC(OC)C(O)C(C)C=C(C)C(OC(N)=O)C(OC)C=CC=C(C)C(=O)NC(=CC1=O)C2=O. Cell line: A427. Synergy scores: synergy=9.60.